Dataset: Reaction yield outcomes from USPTO patents with 853,638 reactions. Task: Predict the reaction yield, written as a fraction of the theoretical maximum amount of product (1.0 means a 100% yield; for example, 0.34 means a 34% yield). (1) The catalyst is CCO. The product is [ClH:42].[CH2:1]([C:3]1[C:8]([O:9][C:10]2[C:11]([NH:23][C:24]3[S:28][N:27]=[C:26]([C@H:29]([OH:30])[C@@H:33]([OH:32])[CH2:34][O:35][CH3:36])[N:25]=3)=[N:12][CH:13]=[C:14]([S:16][C:17]3[CH:22]=[CH:21][CH:20]=[CH:19][N:18]=3)[CH:15]=2)=[CH:7][CH:6]=[CH:5][N:4]=1)[CH3:2]. The yield is 0.646. The reactants are [CH2:1]([C:3]1[C:8]([O:9][C:10]2[C:11]([NH:23][C:24]3[S:28][N:27]=[C:26]([C@H:29]4[C@H:33]([CH2:34][O:35][CH3:36])[O:32]C5(CCCCC5)[O:30]4)[N:25]=3)=[N:12][CH:13]=[C:14]([S:16][C:17]3[CH:22]=[CH:21][CH:20]=[CH:19][N:18]=3)[CH:15]=2)=[CH:7][CH:6]=[CH:5][N:4]=1)[CH3:2].[ClH:42]. (2) The reactants are [NH2:1][C:2]1[CH:3]=[CH:4][C:5](Br)=[C:6]2[C:10]=1[C:9](=[O:11])[NH:8][CH2:7]2.[C:13](=[O:16])([O-])[O-].[K+].[K+].[OH2:19]. The yield is 0.940. No catalyst specified. The product is [NH2:1][C:2]1[CH:3]=[CH:4][C:5]([C:2]2[CH:3]=[CH:4][C:5]([OH:19])=[C:6]([O:16][CH3:13])[CH:10]=2)=[C:6]2[C:10]=1[C:9](=[O:11])[NH:8][CH2:7]2. (3) The product is [CH3:35][S:36]([O:31][CH2:30][CH2:29][CH2:28][C@H:15]1[CH2:16][C@H:17]([C:18]2[CH:23]=[CH:22][CH:21]=[C:20]([C:24]([F:26])([F:27])[F:25])[CH:19]=2)[N:13]([C:10]2[CH:9]=[CH:8][C:7]([O:6][C:5]3[CH:4]=[CH:3][C:2]([Cl:1])=[CH:34][CH:33]=3)=[CH:12][CH:11]=2)[C:14]1=[O:32])(=[O:38])=[O:37]. The catalyst is C(Cl)Cl. The reactants are [Cl:1][C:2]1[CH:34]=[CH:33][C:5]([O:6][C:7]2[CH:12]=[CH:11][C:10]([N:13]3[C@@H:17]([C:18]4[CH:23]=[CH:22][CH:21]=[C:20]([C:24]([F:27])([F:26])[F:25])[CH:19]=4)[CH2:16][C@H:15]([CH2:28][CH2:29][CH2:30][OH:31])[C:14]3=[O:32])=[CH:9][CH:8]=2)=[CH:4][CH:3]=1.[CH3:35][S:36](Cl)(=[O:38])=[O:37]. The yield is 0.990. (4) The reactants are [NH2:1][CH:2]1[CH2:7][CH2:6][N:5]([C:8]([O:10][C:11]([CH3:14])([CH3:13])[CH3:12])=[O:9])[CH2:4][CH2:3]1.F[C:16]1[CH:21]=[CH:20][C:19]([N+:22]([O-:24])=[O:23])=[CH:18][CH:17]=1. The catalyst is CS(C)=O. The product is [N+:22]([C:19]1[CH:20]=[CH:21][C:16]([NH:1][CH:2]2[CH2:3][CH2:4][N:5]([C:8]([O:10][C:11]([CH3:14])([CH3:13])[CH3:12])=[O:9])[CH2:6][CH2:7]2)=[CH:17][CH:18]=1)([O-:24])=[O:23]. The yield is 0.840.